Dataset: Catalyst prediction with 721,799 reactions and 888 catalyst types from USPTO. Task: Predict which catalyst facilitates the given reaction. (1) Reactant: [F:1][C:2]([F:7])([F:6])[C:3]([OH:5])=[O:4].[OH:8][C:9]1[C:17]2[N:16]=[C:15]([CH2:18][O:19][C:20]3[CH:25]=[CH:24][C:23]([Cl:26])=[CH:22][CH:21]=3)[N:14]([CH2:27][CH2:28][CH2:29][CH:30]3[CH2:35][CH2:34][N:33](C(OC(C)(C)C)=O)[CH2:32][CH2:31]3)[C:13]=2[CH:12]=[CH:11][CH:10]=1.[H-].[Na+].[CH:45](Br)([CH3:47])[CH3:46]. Product: [F:1][C:2]([F:7])([F:6])[C:3]([OH:5])=[O:4].[CH:45]([O:8][C:9]1[C:17]2[N:16]=[C:15]([CH2:18][O:19][C:20]3[CH:25]=[CH:24][C:23]([Cl:26])=[CH:22][CH:21]=3)[N:14]([CH2:27][CH2:28][CH2:29][CH:30]3[CH2:35][CH2:34][NH:33][CH2:32][CH:31]3[C:3]([O:5][C:30]([CH3:35])([CH3:31])[CH3:29])=[O:4])[C:13]=2[CH:12]=[CH:11][CH:10]=1)([CH3:47])[CH3:46]. The catalyst class is: 9. (2) Reactant: CC(OI1(OC(C)=O)(OC(C)=O)OC(=O)C2C=CC=CC1=2)=O.[Cl:23][C:24]1[CH:47]=[CH:46][C:27]([CH2:28][N:29]2[C:33]3([CH2:37][CH2:36][N:35]([CH:38]4[CH2:43][CH2:42][CH2:41][CH2:40][CH2:39]4)[C:34]3=[O:44])[CH2:32][C@@H:31]([OH:45])[CH2:30]2)=[CH:26][CH:25]=1.C(Cl)Cl.[O-]S([O-])(=S)=O.[Na+].[Na+].C([O-])(O)=O.[Na+]. Product: [Cl:23][C:24]1[CH:25]=[CH:26][C:27]([CH2:28][N:29]2[C:33]3([CH2:37][CH2:36][N:35]([CH:38]4[CH2:43][CH2:42][CH2:41][CH2:40][CH2:39]4)[C:34]3=[O:44])[CH2:32][C:31](=[O:45])[CH2:30]2)=[CH:46][CH:47]=1. The catalyst class is: 13. (3) Reactant: [Cl:1][C:2]1[C:46]([F:47])=[CH:45][CH:44]=[CH:43][C:3]=1[CH2:4][NH:5][C:6](=[O:42])[N:7]([C@H:9]([CH2:27][O:28][C:29](=[O:41])[NH:30][C:31]1[N:32]=[CH:33][C:34]2[C:39]([CH:40]=1)=[CH:38][CH:37]=[CH:36][CH:35]=2)[CH2:10][CH2:11][C:12]([N:14]1[CH2:19][CH2:18][N:17](C(OC(C)(C)C)=O)[CH2:16][CH2:15]1)=[O:13])[CH3:8].C(O)(C(F)(F)F)=O. Product: [CH:33]1[C:34]2[C:39](=[CH:38][CH:37]=[CH:36][CH:35]=2)[CH:40]=[C:31]([NH:30][C:29](=[O:41])[O:28][CH2:27][C@@H:9]([N:7]([CH3:8])[C:6]([NH:5][CH2:4][C:3]2[CH:43]=[CH:44][CH:45]=[C:46]([F:47])[C:2]=2[Cl:1])=[O:42])[CH2:10][CH2:11][C:12](=[O:13])[N:14]2[CH2:15][CH2:16][NH:17][CH2:18][CH2:19]2)[N:32]=1. The catalyst class is: 2. (4) Reactant: [CH3:1][O:2][C:3]1[CH:11]=[CH:10][C:6]2[CH:7]=[CH:8][S:9][C:5]=2[CH:4]=1.C([Li])CCC.[B:17](OC(C)C)([O:22]C(C)C)[O:18]C(C)C. Product: [CH3:1][O:2][C:3]1[CH:11]=[CH:10][C:6]2[CH:7]=[C:8]([B:17]([OH:22])[OH:18])[S:9][C:5]=2[CH:4]=1. The catalyst class is: 7. (5) Reactant: [C@H:1]12[CH2:7][C@H:4]([NH:5][CH2:6]1)[CH2:3][N:2]2[C:8]([C@@H:10]([NH:15][C:16]([C:18]1[NH:19][C:20]2[C:25]([CH:26]=1)=[CH:24][CH:23]=[CH:22][CH:21]=2)=[O:17])[C:11]([CH3:14])([CH3:13])[CH3:12])=[O:9].[NH:27]1[C:35]2[C:30](=[CH:31][CH:32]=[CH:33][CH:34]=2)[CH:29]=[C:28]1[C:36](O)=[O:37].C(Cl)CCl.C1C=CC2N(O)N=NC=2C=1.CN1CCOCC1. Product: [NH:27]1[C:35]2[C:30](=[CH:31][CH:32]=[CH:33][CH:34]=2)[CH:29]=[C:28]1[C:36]([N:5]1[CH2:6][C@@H:1]2[CH2:7][C@H:4]1[CH2:3][N:2]2[C:8]([C@@H:10]([NH:15][C:16]([C:18]1[NH:19][C:20]2[C:25]([CH:26]=1)=[CH:24][CH:23]=[CH:22][CH:21]=2)=[O:17])[C:11]([CH3:14])([CH3:13])[CH3:12])=[O:9])=[O:37]. The catalyst class is: 2.